This data is from Reaction yield outcomes from USPTO patents with 853,638 reactions. The task is: Predict the reaction yield, written as a fraction of the theoretical maximum amount of product (1.0 means a 100% yield; for example, 0.34 means a 34% yield). (1) The product is [C:17]([N:6]1[CH:5]([C:7]([OH:9])=[O:8])[CH2:4][S:3][C:2]1([CH3:1])[C:10]([OH:12])=[O:11])(=[O:18])[CH3:14]. No catalyst specified. The reactants are [CH3:1][C:2]1([C:10]([OH:12])=[O:11])[NH:6][CH:5]([C:7]([OH:9])=[O:8])[CH2:4][S:3]1.N[CH:14]([C:17](O)=[O:18])CS. The yield is 0.440. (2) The reactants are [CH3:1][NH:2][C:3]([C:5]1[CH:6]=[C:7]2[C:12](=[CH:13][C:14]=1[O:15][CH3:16])[N:11]=[CH:10][CH:9]=[C:8]2[O:17][C:18]1[CH:23]=[CH:22][C:21]([Cl:24])=[C:20]([NH2:25])[CH:19]=1)=[O:4].[N:26]1[CH:31]=C[CH:29]=[CH:28][CH:27]=1.ClC(OC1C=CC=CC=1)=[O:34].C1(N)CC1. The product is [CH3:1][NH:2][C:3]([C:5]1[CH:6]=[C:7]2[C:12](=[CH:13][C:14]=1[O:15][CH3:16])[N:11]=[CH:10][CH:9]=[C:8]2[O:17][C:18]1[CH:23]=[CH:22][C:21]([Cl:24])=[C:20]([NH:25][C:31]([NH:26][CH:27]2[CH2:29][CH2:28]2)=[O:34])[CH:19]=1)=[O:4]. The yield is 0.743. The catalyst is CN(C)C=O.O.C(OCC)(=O)C. (3) The reactants are Br[C:2]1[CH:7]=[CH:6][C:5]([C:8]2[N:12]([CH:13]3[CH2:18][CH2:17][CH2:16][CH2:15][O:14]3)[CH:11]=[N:10][N:9]=2)=[CH:4][C:3]=1[CH3:19].[B:20]1([B:20]2[O:24][C:23]([CH3:26])([CH3:25])[C:22]([CH3:28])([CH3:27])[O:21]2)[O:24][C:23]([CH3:26])([CH3:25])[C:22]([CH3:28])([CH3:27])[O:21]1.ClCCl.C([O-])(=O)C.[K+]. The catalyst is C1C=CC(P(C2C=CC=CC=2)[C-]2C=CC=C2)=CC=1.C1C=CC(P(C2C=CC=CC=2)[C-]2C=CC=C2)=CC=1.Cl[Pd]Cl.[Fe+2].CS(C)=O. The product is [CH3:19][C:3]1[CH:4]=[C:5]([C:8]2[N:12]([CH:13]3[CH2:18][CH2:17][CH2:16][CH2:15][O:14]3)[CH:11]=[N:10][N:9]=2)[CH:6]=[CH:7][C:2]=1[B:20]1[O:24][C:23]([CH3:26])([CH3:25])[C:22]([CH3:28])([CH3:27])[O:21]1. The yield is 0.800. (4) The reactants are [N:1]1([CH2:7][C:8]2[S:12][C:11]([C:13]3[N:21]4[C:16]([CH:17]=[CH:18][CH:19]=[CH:20]4)=[CH:15][C:14]=3[CH2:22][OH:23])=[CH:10][CH:9]=2)[CH2:6][CH2:5][O:4][CH2:3][CH2:2]1. The product is [N:1]1([CH2:7][C:8]2[S:12][C:11]([C:13]3[N:21]4[C:16]([CH:17]=[CH:18][CH:19]=[CH:20]4)=[CH:15][C:14]=3[CH:22]=[O:23])=[CH:10][CH:9]=2)[CH2:2][CH2:3][O:4][CH2:5][CH2:6]1. The yield is 0.930. The catalyst is O=[Mn]=O. (5) The reactants are [NH:1]1[CH2:5][CH2:4][CH2:3][C:2]1=[N:6][C:7]#[N:8].[K].Br[CH2:11][C:12]([C:14]1[CH:19]=[CH:18][C:17]([CH3:20])=[CH:16][CH:15]=1)=[O:13]. The catalyst is C(#N)C. The product is [O:13]=[C:12]([C:14]1[CH:19]=[CH:18][C:17]([CH3:20])=[CH:16][CH:15]=1)[CH2:11][N:1]1[CH2:5][CH2:4][CH2:3][C:2]1=[N:6][C:7]#[N:8]. The yield is 0.840.